Dataset: Peptide-MHC class I binding affinity with 185,985 pairs from IEDB/IMGT. Task: Regression. Given a peptide amino acid sequence and an MHC pseudo amino acid sequence, predict their binding affinity value. This is MHC class I binding data. The peptide sequence is NHDGIQAGV. The MHC is HLA-A02:12 with pseudo-sequence HLA-A02:12. The binding affinity (normalized) is 0.0847.